The task is: Predict which catalyst facilitates the given reaction.. This data is from Catalyst prediction with 721,799 reactions and 888 catalyst types from USPTO. (1) Reactant: Cl[C:2]1[CH:7]=[C:6]([Cl:8])[N:5]=[C:4]([S:9][CH3:10])[N:3]=1.[CH:11]([N:14](CC)[CH:15](C)C)(C)C.C(N(CC)CC)C.Cl.CNC. Product: [Cl:8][C:6]1[N:5]=[C:4]([S:9][CH3:10])[N:3]=[C:2]([N:14]([CH3:15])[CH3:11])[CH:7]=1. The catalyst class is: 7. (2) Reactant: C([O:8][C:9](=[O:26])[CH2:10][C:11]1[CH:16]=[CH:15][CH:14]=[CH:13][C:12]=1[O:17][CH2:18][CH2:19][N:20]1[CH2:25][CH2:24][O:23][CH2:22][CH2:21]1)C1C=CC=CC=1.[H][H]. Product: [N:20]1([CH2:19][CH2:18][O:17][C:12]2[CH:13]=[CH:14][CH:15]=[CH:16][C:11]=2[CH2:10][C:9]([OH:26])=[O:8])[CH2:25][CH2:24][O:23][CH2:22][CH2:21]1. The catalyst class is: 29.